This data is from Full USPTO retrosynthesis dataset with 1.9M reactions from patents (1976-2016). The task is: Predict the reactants needed to synthesize the given product. Given the product [Cl:2][C:3]1[C:7]([Cl:8])=[C:6]([CH3:9])[NH:5][C:4]=1[C:10]([NH:12][C@@H:13]1[CH2:18][CH2:17][N:16]([C:34]2[S:35][C:36]([C:42]([O:44][CH2:45][CH3:46])=[O:43])=[C:37]([C:39]([OH:41])=[O:40])[N:38]=2)[CH2:15][C@@H:14]1[N:19]1[CH:23]=[CH:22][N:21]=[N:20]1)=[O:11], predict the reactants needed to synthesize it. The reactants are: Br.[Cl:2][C:3]1[C:7]([Cl:8])=[C:6]([CH3:9])[NH:5][C:4]=1[C:10]([NH:12][C@@H:13]1[CH2:18][CH2:17][NH:16][CH2:15][C@@H:14]1[N:19]1[CH:23]=[CH:22][N:21]=[N:20]1)=[O:11].CCN(C(C)C)C(C)C.Cl[C:34]1[S:35][C:36]([C:42]([O:44][CH2:45][CH3:46])=[O:43])=[C:37]([C:39]([OH:41])=[O:40])[N:38]=1.Cl.